This data is from Full USPTO retrosynthesis dataset with 1.9M reactions from patents (1976-2016). The task is: Predict the reactants needed to synthesize the given product. (1) Given the product [CH:1]1([CH2:7][C@@H:8]([NH:24][C:39]([C:33]2([CH3:32])[CH2:38][CH2:37][CH2:36][CH2:35][CH2:34]2)=[O:40])[CH2:9][N:10]2[CH2:11][CH:12]=[C:13]([C:16]3[CH:21]=[CH:20][CH:19]=[CH:18][C:17]=3[O:22][CH3:23])[CH2:14][CH2:15]2)[CH2:6][CH2:5][CH2:4][CH2:3][CH2:2]1.[ClH:41], predict the reactants needed to synthesize it. The reactants are: [CH:1]1([CH2:7][C@@H:8]([NH2:24])[CH2:9][N:10]2[CH2:15][CH:14]=[C:13]([C:16]3[CH:21]=[CH:20][CH:19]=[CH:18][C:17]=3[O:22][CH3:23])[CH2:12][CH2:11]2)[CH2:6][CH2:5][CH2:4][CH2:3][CH2:2]1.C(N(CC)CC)C.[CH3:32][C:33]1([C:39]([Cl:41])=[O:40])[CH2:38][CH2:37][CH2:36][CH2:35][CH2:34]1. (2) The reactants are: I[C:2]1[C:10]2[C:5](=[N:6][CH:7]=[N:8][C:9]=2[NH2:11])[N:4]([C@H:12]2[CH2:17][CH2:16][C@H:15]([N:18]3[CH2:23][CH2:22][N:21]([CH3:24])[CH2:20][CH2:19]3)[CH2:14][CH2:13]2)[N:3]=1.[NH:25]([C:32]([C:34]1[CH:39]=[CH:38][C:37](B(O)O)=[CH:36][C:35]=1[O:43][CH3:44])=[O:33])[C:26]1[CH:31]=[CH:30][CH:29]=[CH:28][CH:27]=1.C(=O)([O-])[O-].[Na+].[Na+].COCCOC. Given the product [C:26]1([NH:25][C:32](=[O:33])[C:34]2[CH:39]=[CH:38][C:37]([C:2]3[C:10]4[C:5](=[N:6][CH:7]=[N:8][C:9]=4[NH2:11])[N:4]([C@H:12]4[CH2:17][CH2:16][C@H:15]([N:18]5[CH2:23][CH2:22][N:21]([CH3:24])[CH2:20][CH2:19]5)[CH2:14][CH2:13]4)[N:3]=3)=[CH:36][C:35]=2[O:43][CH3:44])[CH:31]=[CH:30][CH:29]=[CH:28][CH:27]=1, predict the reactants needed to synthesize it. (3) Given the product [NH2:8][C@H:9]1[CH2:14][C@@H:13]([CH3:15])[CH2:12][N:11]([C:16]2[CH:21]=[CH:20][N:19]=[CH:18][C:17]=2[NH:22][C:23]([C:25]2[C:34]([NH:35][C:36](=[O:45])[O:37][CH2:38][C:39]3[CH:44]=[CH:43][CH:42]=[CH:41][CH:40]=3)=[CH:33][C:32]3[C:27](=[CH:28][C:29]([N:46]4[CH2:47][CH2:48][O:49][CH2:50][CH2:51]4)=[CH:30][CH:31]=3)[N:26]=2)=[O:24])[CH2:10]1.[ClH:52], predict the reactants needed to synthesize it. The reactants are: C(OC([NH:8][C@H:9]1[CH2:14][C@@H:13]([CH3:15])[CH2:12][N:11]([C:16]2[CH:21]=[CH:20][N:19]=[CH:18][C:17]=2[NH:22][C:23]([C:25]2[C:34]([NH:35][C:36](=[O:45])[O:37][CH2:38][C:39]3[CH:44]=[CH:43][CH:42]=[CH:41][CH:40]=3)=[CH:33][C:32]3[C:27](=[CH:28][C:29]([N:46]4[CH2:51][CH2:50][O:49][CH2:48][CH2:47]4)=[CH:30][CH:31]=3)[N:26]=2)=[O:24])[CH2:10]1)=O)(C)(C)C.[ClH:52]. (4) Given the product [C:43]([C:42]1[CH:45]=[CH:46][C:39]([C:36]2[CH:35]=[CH:34][C:33]([O:32][CH2:48][C@@H:49]3[C@@H:54]([NH:55][C:56](=[O:62])[O:57][C:58]([CH3:61])([CH3:60])[CH3:59])[CH2:53][CH2:52][O:51][CH2:50]3)=[CH:38][CH:37]=2)=[N:40][CH:41]=1)#[N:44], predict the reactants needed to synthesize it. The reactants are: P(CCCC)(CCCC)CCCC.C1CCN(C(N=NC(N2CCCCC2)=O)=O)CC1.[OH:32][C:33]1[CH:38]=[CH:37][C:36]([C:39]2[CH:46]=[CH:45][C:42]([C:43]#[N:44])=[CH:41][N:40]=2)=[CH:35][CH:34]=1.O[CH2:48][C@@H:49]1[C@@H:54]([NH:55][C:56](=[O:62])[O:57][C:58]([CH3:61])([CH3:60])[CH3:59])[CH2:53][CH2:52][O:51][CH2:50]1.[OH-].[Na+].